Dataset: Catalyst prediction with 721,799 reactions and 888 catalyst types from USPTO. Task: Predict which catalyst facilitates the given reaction. (1) Reactant: [Br:1]Br.[Cl:3][C:4]1[CH:5]=[C:6]([C:10](=[O:12])[CH3:11])[CH:7]=[CH:8][CH:9]=1. Product: [Br:1][CH2:11][C:10]([C:6]1[CH:7]=[CH:8][CH:9]=[C:4]([Cl:3])[CH:5]=1)=[O:12]. The catalyst class is: 27. (2) Reactant: [F:1][C:2]1[CH:8]=[CH:7][C:5]([NH2:6])=[CH:4][C:3]=1[N+:9]([O-:11])=[O:10].C1COCC1.ClCCCl.N1C=CC=CC=1.Cl.[CH3:28][N:29]([CH3:34])[CH2:30][C:31](Cl)=[O:32]. Product: [F:1][C:2]1[CH:8]=[CH:7][C:5]([NH:6][C:31](=[O:32])[CH2:30][N:29]([CH3:34])[CH3:28])=[CH:4][C:3]=1[N+:9]([O-:11])=[O:10]. The catalyst class is: 166. (3) Reactant: [NH:1]1[CH2:6][CH2:5][O:4][CH2:3][CH2:2]1.C1(C)C=CC=CC=1.Cl[CH2:15][CH2:16][CH2:17][C:18]#[N:19]. Product: [N:1]1([CH2:15][CH2:16][CH2:17][C:18]#[N:19])[CH2:6][CH2:5][O:4][CH2:3][CH2:2]1. The catalyst class is: 22. (4) Reactant: COC1C=CC(P2(SP(C3C=CC(OC)=CC=3)(=S)S2)=[S:10])=CC=1.[N:23]1([C:29]([N:31]2[CH2:36][CH:35]([C:37]3[CH:42]=[CH:41][C:40]([C:43]([F:46])([F:45])[F:44])=[CH:39][CH:38]=3)[CH2:34][CH:33]([C:47]([NH2:49])=O)[CH2:32]2)=[O:30])[CH2:28][CH2:27][O:26][CH2:25][CH2:24]1.C(=O)(O)[O-].[Na+]. Product: [N:23]1([C:29]([N:31]2[CH2:36][CH:35]([C:37]3[CH:42]=[CH:41][C:40]([C:43]([F:46])([F:45])[F:44])=[CH:39][CH:38]=3)[CH2:34][CH:33]([C:47](=[S:10])[NH2:49])[CH2:32]2)=[O:30])[CH2:28][CH2:27][O:26][CH2:25][CH2:24]1. The catalyst class is: 12. (5) Reactant: [Br:1]N1C(=O)CCC1=O.[S:9]1[CH:13]=[CH:12][N:11]=[C:10]1[C:14]1([C:20]#[N:21])[CH2:19][CH2:18][CH2:17][CH2:16][CH2:15]1.[O-]S([O-])(=S)=O.[Na+].[Na+]. Product: [Br:1][C:13]1[S:9][C:10]([C:14]2([C:20]#[N:21])[CH2:19][CH2:18][CH2:17][CH2:16][CH2:15]2)=[N:11][CH:12]=1. The catalyst class is: 3. (6) Reactant: [CH2:1]([O:3][CH:4]=[CH:5][C:6](Cl)=[O:7])[CH3:2].[NH2:9][C:10]1[CH:11]=[CH:12][C:13]([Cl:19])=[C:14]([CH:18]=1)[C:15]([OH:17])=[O:16]. Product: [Cl:19][C:13]1[CH:12]=[CH:11][C:10]([NH:9][C:6](=[O:7])[CH:5]=[CH:4][O:3][CH2:1][CH3:2])=[CH:18][C:14]=1[C:15]([OH:17])=[O:16]. The catalyst class is: 54. (7) Product: [NH:8]1[CH2:13][CH2:12][CH2:11][CH2:10][CH:9]1[C:14]1[NH:16][N:17]=[C:29]([C:26]2[CH:27]=[CH:28][C:22]3[O:21][CH2:20][C:19](=[O:18])[NH:24][C:23]=3[CH:25]=2)[N:30]=1. Reactant: C(OC([N:8]1[CH2:13][CH2:12][CH2:11][CH2:10][CH:9]1[C:14]([NH:16][NH2:17])=O)=O)(C)(C)C.[O:18]=[C:19]1[NH:24][C:23]2[CH:25]=[C:26]([C:29](N)=[NH:30])[CH:27]=[CH:28][C:22]=2[O:21][CH2:20]1.C(O)(=O)C. The catalyst class is: 3. (8) Reactant: FC1C=CC(C=O)=CC=1.[Cl:10][C:11]1[CH:19]=[CH:18][C:14](/[CH:15]=[N:16]\[OH:17])=[CH:13][CH:12]=1.[Cl:20]N1C(=O)CCC1=O. The catalyst class is: 3. Product: [OH:17]/[N:16]=[C:15](\[Cl:20])/[C:14]1[CH:18]=[CH:19][C:11]([Cl:10])=[CH:12][CH:13]=1. (9) Reactant: [F:1][C:2]([F:23])([F:22])[C:3](=O)[CH:4]=[C:5](O)[C:6]1[CH:19]=[CH:18][C:17]2[C:16]3[C:11](=[CH:12][CH:13]=[CH:14][CH:15]=3)[CH:10]=[CH:9][C:8]=2[CH:7]=1.Cl.[C:25]([C:27]1[CH:32]=[CH:31][C:30]([NH:33][NH2:34])=[CH:29][CH:28]=1)#[N:26]. Product: [CH:7]1[C:8]2[CH:9]=[CH:10][C:11]3[C:16](=[CH:15][CH:14]=[CH:13][CH:12]=3)[C:17]=2[CH:18]=[CH:19][C:6]=1[C:5]1[N:33]([C:30]2[CH:31]=[CH:32][C:27]([C:25]#[N:26])=[CH:28][CH:29]=2)[N:34]=[C:3]([C:2]([F:23])([F:22])[F:1])[CH:4]=1. The catalyst class is: 8. (10) Reactant: Br[CH:2]([CH3:11])[C:3]([C:5]1[CH:10]=[CH:9][CH:8]=[CH:7][CH:6]=1)=O.[NH2:12][C:13]([NH2:15])=[S:14]. Product: [CH3:11][C:2]1[S:14][C:13]([NH2:15])=[N:12][C:3]=1[C:5]1[CH:10]=[CH:9][CH:8]=[CH:7][CH:6]=1. The catalyst class is: 8.